From a dataset of Full USPTO retrosynthesis dataset with 1.9M reactions from patents (1976-2016). Predict the reactants needed to synthesize the given product. (1) The reactants are: [Cl:1][C:2]1[CH:25]=[CH:24][C:5]([O:6][C:7]2[CH:12]=[CH:11][C:10]([S:13]([NH:16][C:17]3[S:21][N:20]=[CH:19][N:18]=3)(=[O:15])=[O:14])=[CH:9][C:8]=2[C:22]#[N:23])=[C:4](I)[CH:3]=1.CC1(C)C(C)(C)OB([N:35]2[CH:39]=[CH:38][CH:37]=[N:36]2)O1. Given the product [Cl:1][C:2]1[CH:25]=[CH:24][C:5]([O:6][C:7]2[CH:12]=[CH:11][C:10]([S:13]([NH:16][C:17]3[S:21][N:20]=[CH:19][N:18]=3)(=[O:15])=[O:14])=[CH:9][C:8]=2[C:22]#[N:23])=[C:4]([C:38]2[CH:39]=[N:35][NH:36][CH:37]=2)[CH:3]=1, predict the reactants needed to synthesize it. (2) Given the product [I:1][CH2:11][CH2:10]/[CH:9]=[C:7](\[CH3:8])/[CH2:6][CH2:5][CH:4]=[C:3]([CH3:2])[CH2:12][CH2:13][CH:14]=[C:15]([CH3:17])[CH3:16], predict the reactants needed to synthesize it. The reactants are: [IH:1].[CH3:2]/[C:3](/[CH2:12][CH2:13][CH:14]=[C:15]([CH3:17])[CH3:16])=[CH:4]\[CH2:5][CH2:6][C:7]([CH:9]1[CH2:11][CH2:10]1)=[CH2:8].[O-]S([O-])=O.[Na+].[Na+].C(OCC)(=O)C. (3) Given the product [Br:26][C:27]1[CH:40]=[CH:39][C:38]2[C:29](=[C:30]([NH:54][C@@H:50]([CH2:51][CH2:52][CH3:53])[CH2:49][CH2:48][CH2:47][N:46]([CH2:55][CH3:56])[CH2:44][CH3:45])[C:31]3[C:36]([N:37]=2)=[CH:35][CH:34]=[CH:33][CH:32]=3)[CH:28]=1, predict the reactants needed to synthesize it. The reactants are: C1C2C(=NC3C(C=2NC(C)CCCN(CC)CC)=CC=CC=3)C=CC=1.[Br:26][C:27]1[CH:40]=[CH:39][C:38]2[C:29](=[C:30](Cl)[C:31]3[C:36]([N:37]=2)=[CH:35][CH:34]=[CH:33][CH:32]=3)[CH:28]=1.Cl.Cl.[CH2:44]([N:46]([CH2:55][CH3:56])[CH2:47][CH2:48][CH2:49][C@@H:50]([NH2:54])[CH2:51][CH2:52][CH3:53])[CH3:45].C1(O)C=CC=CC=1.C(N(CC)CC)C.